This data is from Full USPTO retrosynthesis dataset with 1.9M reactions from patents (1976-2016). The task is: Predict the reactants needed to synthesize the given product. (1) Given the product [CH2:1]([O:8][C:9](=[O:18])[NH:10][C@@H:11]([CH:15]([CH3:16])[CH3:17])[CH2:12][CH:13]=[O:14])[C:2]1[CH:7]=[CH:6][CH:5]=[CH:4][CH:3]=1, predict the reactants needed to synthesize it. The reactants are: [CH2:1]([O:8][C:9](=[O:18])[NH:10][C@@H:11]([CH:15]([CH3:17])[CH3:16])[CH2:12][CH2:13][OH:14])[C:2]1[CH:7]=[CH:6][CH:5]=[CH:4][CH:3]=1. (2) Given the product [F:28][C:22]1[CH:23]=[C:24]([F:27])[CH:25]=[CH:26][C:21]=1[CH2:20][NH:19][C:12]1[C:13]2[CH:18]=[N:17][CH:16]=[N:15][C:14]=2[N:9]([OH:8])[C:10](=[O:29])[CH:11]=1, predict the reactants needed to synthesize it. The reactants are: C([O:8][N:9]1[C:14]2[N:15]=[CH:16][N:17]=[CH:18][C:13]=2[C:12]([NH:19][CH2:20][C:21]2[CH:26]=[CH:25][C:24]([F:27])=[CH:23][C:22]=2[F:28])=[CH:11][C:10]1=[O:29])C1C=CC=CC=1.[H][H]. (3) Given the product [Br:20][C:21]1[N:22]=[C:23]([NH:6][C:5]2[CH:7]=[CH:8][C:9]([N:10]3[CH2:15][CH2:14][N:13]([CH:16]4[CH2:17][O:18][CH2:19]4)[CH2:12][CH2:11]3)=[C:3]([O:2][CH3:1])[CH:4]=2)[C:24]2[N:25]([CH:27]=[CH:28][N:29]=2)[CH:26]=1, predict the reactants needed to synthesize it. The reactants are: [CH3:1][O:2][C:3]1[CH:4]=[C:5]([CH:7]=[CH:8][C:9]=1[N:10]1[CH2:15][CH2:14][N:13]([CH:16]2[CH2:19][O:18][CH2:17]2)[CH2:12][CH2:11]1)[NH2:6].[Br:20][C:21]1[N:22]=[C:23](Br)[C:24]2[N:25]([CH:27]=[CH:28][N:29]=2)[CH:26]=1.C(N(C(C)C)CC)(C)C.C(=O)(O)[O-].[Na+]. (4) Given the product [CH:1]1([C:4]2[NH:8][C:7]3[CH:16]=[C:17]([C:31]4[C:32]([CH3:37])=[N:33][O:34][C:35]=4[CH3:36])[CH:18]=[C:19]([CH:20]([CH:22]4[CH2:26][C:25]5[CH:27]=[CH:28][CH:29]=[CH:30][C:24]=5[O:23]4)[OH:21])[C:6]=3[N:5]=2)[CH2:2][CH2:3]1, predict the reactants needed to synthesize it. The reactants are: [CH:1]1([C:4]2[N:8](C(OC(C)(C)C)=O)[C:7]3[CH:16]=[C:17]([C:31]4[C:32]([CH3:37])=[N:33][O:34][C:35]=4[CH3:36])[CH:18]=[C:19]([CH:20]([CH:22]4[CH2:26][C:25]5[CH:27]=[CH:28][CH:29]=[CH:30][C:24]=5[O:23]4)[OH:21])[C:6]=3[N:5]=2)[CH2:3][CH2:2]1.C(O)(C(F)(F)F)=O. (5) Given the product [OH:8][CH2:7][C:9]1[CH:10]=[C:11]([O:22][CH3:23])[C:12]([CH2:17][CH2:18][CH2:19][OH:20])=[C:13]([O:15][CH3:16])[CH:14]=1, predict the reactants needed to synthesize it. The reactants are: [H-].[H-].[H-].[H-].[Li+].[Al+3].[CH:7]([C:9]1[CH:14]=[C:13]([O:15][CH3:16])[C:12]([CH2:17][CH2:18][C:19](O)=[O:20])=[C:11]([O:22][CH3:23])[CH:10]=1)=[O:8].OCC1C=C(OC)C(CCC(O)=O)=C(OC)C=1. (6) Given the product [Cl:1][C:2]1[CH:10]=[C:9]2[C:5]([C:6]([C:20]#[N:21])=[C:7]([C:12]3[CH:13]=[N:14][CH:15]=[C:16]([CH2:18][NH:22][CH:23]4[CH2:28][CH2:27][N:26]([CH3:29])[CH2:25][CH2:24]4)[CH:17]=3)[N:8]2[CH3:11])=[CH:4][CH:3]=1, predict the reactants needed to synthesize it. The reactants are: [Cl:1][C:2]1[CH:10]=[C:9]2[C:5]([C:6]([C:20]#[N:21])=[C:7]([C:12]3[CH:13]=[N:14][CH:15]=[C:16]([CH:18]=O)[CH:17]=3)[N:8]2[CH3:11])=[CH:4][CH:3]=1.[NH2:22][CH:23]1[CH2:28][CH2:27][N:26]([CH3:29])[CH2:25][CH2:24]1.[BH3-]C#N.[Na+].C(=O)C1C=CC=CC=1.